From a dataset of Peptide-MHC class I binding affinity with 185,985 pairs from IEDB/IMGT. Regression. Given a peptide amino acid sequence and an MHC pseudo amino acid sequence, predict their binding affinity value. This is MHC class I binding data. (1) The peptide sequence is QAFYTRVLK. The MHC is HLA-A03:01 with pseudo-sequence HLA-A03:01. The binding affinity (normalized) is 0.326. (2) The peptide sequence is GLMLAFEPK. The MHC is HLA-A03:01 with pseudo-sequence HLA-A03:01. The binding affinity (normalized) is 0.566. (3) The peptide sequence is QTDDGVRFT. The MHC is HLA-B08:01 with pseudo-sequence HLA-B08:01. The binding affinity (normalized) is 0.0847.